Dataset: Full USPTO retrosynthesis dataset with 1.9M reactions from patents (1976-2016). Task: Predict the reactants needed to synthesize the given product. (1) Given the product [Cl:1][C:2]1[CH:7]=[CH:6][C:5]([S:8]([N:11]([CH2:21][C:22]2[CH:32]=[CH:31][C:25]([C:26]([OH:28])=[O:27])=[CH:24][N:23]=2)[C@H:12]([C:15]2[CH:20]=[CH:19][CH:18]=[CH:17][CH:16]=2)[CH2:13][CH3:14])(=[O:10])=[O:9])=[CH:4][CH:3]=1, predict the reactants needed to synthesize it. The reactants are: [Cl:1][C:2]1[CH:7]=[CH:6][C:5]([S:8]([N:11]([CH2:21][C:22]2[CH:32]=[CH:31][C:25]([C:26]([O:28]CC)=[O:27])=[CH:24][N:23]=2)[C@H:12]([C:15]2[CH:20]=[CH:19][CH:18]=[CH:17][CH:16]=2)[CH2:13][CH3:14])(=[O:10])=[O:9])=[CH:4][CH:3]=1.[OH-].[Na+]. (2) Given the product [CH3:16][C:7]([C:17]1[CH:18]=[CH:22][CH:23]=[CH:24][C:25]=1[C:4]([NH2:2])=[O:5])([CH3:6])[CH2:8][C@:9]1([C:12]([F:13])([F:14])[F:15])[CH2:11][O:10]1, predict the reactants needed to synthesize it. The reactants are: C[N:2]([CH:4]=[O:5])C.[CH3:6][C:7]([C:17]1[CH:25]=[CH:24][CH:23]=[CH:22][C:18]=1C(O)=O)([CH3:16])[CH2:8][C@:9]1([C:12]([F:15])([F:14])[F:13])[CH2:11][O:10]1.CN(C(ON1N=NC2C=CC=CC1=2)=[N+](C)C)C.[B-](F)(F)(F)F.[OH-].[NH4+]. (3) Given the product [CH2:18]([S:17][C:14]1[CH:13]=[CH:12][C:11]([C@@H:10]([NH:20][S@@:21]([C:23]([CH3:24])([CH3:26])[CH3:25])=[O:22])[CH2:9][OH:8])=[CH:16][CH:15]=1)[CH3:19], predict the reactants needed to synthesize it. The reactants are: [Si]([O:8][CH2:9][C@H:10]([NH:20][S@@:21]([C:23]([CH3:26])([CH3:25])[CH3:24])=[O:22])[C:11]1[CH:16]=[CH:15][C:14]([S:17][CH2:18][CH3:19])=[CH:13][CH:12]=1)(C(C)(C)C)(C)C.CCCC[N+](CCCC)(CCCC)CCCC.[F-]. (4) Given the product [Cl:1][C:2]1[CH:3]=[CH:4][C:5]([C@@H:8]2[C@:10]3([C:18]4[C:13](=[CH:14][CH:15]=[CH:16][CH:17]=4)[N:12]([CH2:19][C:3]4[CH:4]=[C:5]([CH:6]=[CH:7][CH:2]=4)[C:8]([OH:31])=[O:30])[C:11]3=[O:29])[CH2:9]2)=[CH:6][CH:7]=1, predict the reactants needed to synthesize it. The reactants are: [Cl:1][C:2]1[CH:7]=[CH:6][C:5]([CH:8]2[C:10]3([C:18]4[C:13](=[CH:14][CH:15]=[CH:16][CH:17]=4)[N:12]([CH2:19]OC(=O)C4C=CC=CC=4)[C:11]3=[O:29])[CH2:9]2)=[CH:4][CH:3]=1.[OH2:30].[OH-:31].[Li+]. (5) The reactants are: [S:1]1[CH:5]=[CH:4][CH:3]=[C:2]1[C:6]1[NH:7][C:8](=[O:20])[C:9]2[C:13]=1[C:12](=O)[NH:11][C:10]=2[C:15]1[S:16][CH:17]=[CH:18][CH:19]=1.[C:21]([O-:24])([O-])=O.[Cs+].[Cs+].Br[CH2:28][CH2:29][CH2:30][CH2:31][CH2:32][CH2:33][CH2:34][CH2:35][CH2:36][CH2:37][CH2:38][CH2:39][CH2:40][CH2:41][CH2:42][CH3:43]. Given the product [CH2:12]([N:11]1[C:10]([C:15]2[S:16][CH:17]=[CH:18][CH:19]=2)=[C:9]2[C:13](=[C:6]([C:2]3[S:1][CH:5]=[CH:4][CH:3]=3)[N:7]([CH2:28][CH2:29][CH2:30][CH2:31][CH2:32][CH2:33][CH2:34][CH2:35][CH2:36][CH2:37][CH2:38][CH2:39][CH2:40][CH2:41][CH2:42][CH3:43])[C:8]2=[O:20])[C:21]1=[O:24])[CH2:42][CH2:41][CH2:40][CH2:39][CH2:38][CH2:37][CH2:36][CH2:35][CH2:34][CH2:33][CH2:32][CH2:31][CH2:30][CH2:29][CH3:28], predict the reactants needed to synthesize it. (6) Given the product [OH:28][C:25]1[CH:26]=[CH:27][C:18]([CH2:17][CH2:16][N:5]([CH2:4][CH:3]=[O:2])[C:6](=[O:15])[O:7][CH2:8][C:9]2[CH:10]=[CH:11][CH:12]=[CH:13][CH:14]=2)=[C:19]2[C:24]=1[NH:23][C:22](=[O:29])[CH:21]=[CH:20]2, predict the reactants needed to synthesize it. The reactants are: C[O:2][CH:3](OC)[CH2:4][N:5]([CH2:16][CH2:17][C:18]1[CH:27]=[CH:26][C:25]([OH:28])=[C:24]2[C:19]=1[CH:20]=[CH:21][C:22](=[O:29])[NH:23]2)[C:6](=[O:15])[O:7][CH2:8][C:9]1[CH:14]=[CH:13][CH:12]=[CH:11][CH:10]=1.Cl. (7) Given the product [OH:8][C:9]1[CH:14]=[CH:13][N:12]([CH2:15][CH2:16][CH:17]([CH3:18])[CH3:19])[C:11](=[O:20])[CH:10]=1, predict the reactants needed to synthesize it. The reactants are: C([O:8][C:9]1[CH:14]=[CH:13][N:12]([CH2:15][CH2:16][CH:17]([CH3:19])[CH3:18])[C:11](=[O:20])[CH:10]=1)C1C=CC=CC=1.C([O-])=O.[NH4+]. (8) Given the product [CH2:35]([C@H:26]1[CH2:27][N:28]([CH:31]2[CH2:32][O:33][CH2:34]2)[CH2:29][CH2:30][N:25]1[C:22]1[CH:23]=[CH:24][C:19]([NH:18][C:16]2[C:15](=[O:37])[N:14]([CH3:38])[CH:13]=[C:12]([C:11]3[CH:10]=[CH:9][N:8]=[C:7]([N:39]4[CH2:51][CH2:50][N:42]5[C:43]6[CH2:44][CH2:45][CH2:46][CH2:47][C:48]=6[CH:49]=[C:41]5[C:40]4=[O:52])[C:6]=3[CH2:5][OH:4])[CH:17]=2)=[N:20][CH:21]=1)[CH3:36], predict the reactants needed to synthesize it. The reactants are: C([O:4][CH2:5][C:6]1[C:7]([N:39]2[CH2:51][CH2:50][N:42]3[C:43]4[CH2:44][CH2:45][CH2:46][CH2:47][C:48]=4[CH:49]=[C:41]3[C:40]2=[O:52])=[N:8][CH:9]=[CH:10][C:11]=1[C:12]1[CH:17]=[C:16]([NH:18][C:19]2[CH:24]=[CH:23][C:22]([N:25]3[CH2:30][CH2:29][N:28]([CH:31]4[CH2:34][O:33][CH2:32]4)[CH2:27][C@@H:26]3[CH2:35][CH3:36])=[CH:21][N:20]=2)[C:15](=[O:37])[N:14]([CH3:38])[CH:13]=1)(=O)C.[Li+].[OH-]. (9) Given the product [C:15]([O:19][C:20]([N:22]1[CH2:31][CH2:30][C:29]2[C:24](=[CH:25][C:26]([NH:32][C:6]3[N:7]=[C:2]([Cl:1])[CH:3]=[C:4]([N:9]4[CH2:14][CH2:13][O:12][CH2:11][CH2:10]4)[N:5]=3)=[CH:27][CH:28]=2)[CH2:23]1)=[O:21])([CH3:18])([CH3:16])[CH3:17], predict the reactants needed to synthesize it. The reactants are: [Cl:1][C:2]1[N:7]=[C:6](I)[N:5]=[C:4]([N:9]2[CH2:14][CH2:13][O:12][CH2:11][CH2:10]2)[CH:3]=1.[C:15]([O:19][C:20]([N:22]1[CH2:31][CH2:30][C:29]2[C:24](=[CH:25][C:26]([NH2:32])=[CH:27][CH:28]=2)[CH2:23]1)=[O:21])([CH3:18])([CH3:17])[CH3:16].CC(C)([O-])C.[Na+]. (10) Given the product [O:1]([CH2:8][C:9]([NH:11][C:12]1[NH:13][C:14](=[O:53])[C:15]2[N:16]=[CH:17][N:18]([C:51]=2[N:52]=1)[C@@H:19]1[O:50][C@H:24]([CH2:25][O:26][C:27]([C:44]2[CH:49]=[CH:48][CH:47]=[CH:46][CH:45]=2)([C:36]2[CH:41]=[CH:40][C:39]([O:42][CH3:43])=[CH:38][CH:37]=2)[C:28]2[CH:33]=[CH:32][C:31]([O:34][CH3:35])=[CH:30][CH:29]=2)[C@@H:22]([OH:23])[C@H:20]1[O:21][CH2:66][O:67][CH2:68][CH2:69][C:72]#[N:73])=[O:10])[C:2]1[CH:3]=[CH:4][CH:5]=[CH:6][CH:7]=1, predict the reactants needed to synthesize it. The reactants are: [O:1]([CH2:8][C:9]([NH:11][C:12]1[NH:13][C:14](=[O:53])[C:15]2[N:16]=[CH:17][N:18]([C:51]=2[N:52]=1)[C@@H:19]1[O:50][C@H:24]([CH2:25][O:26][C:27]([C:44]2[CH:49]=[CH:48][CH:47]=[CH:46][CH:45]=2)([C:36]2[CH:41]=[CH:40][C:39]([O:42][CH3:43])=[CH:38][CH:37]=2)[C:28]2[CH:33]=[CH:32][C:31]([O:34][CH3:35])=[CH:30][CH:29]=2)[C@@H:22]([OH:23])[C@H:20]1[OH:21])=[O:10])[C:2]1[CH:7]=[CH:6][CH:5]=[CH:4][CH:3]=1.C(N(C(C)C)CC)(C)C.ClCC(C#N)[CH2:66][O:67][CH2:68][CH:69]([C:72]#[N:73])CCl.C(=O)(O)[O-].[Na+].